Dataset: Reaction yield outcomes from USPTO patents with 853,638 reactions. Task: Predict the reaction yield, written as a fraction of the theoretical maximum amount of product (1.0 means a 100% yield; for example, 0.34 means a 34% yield). (1) The reactants are [C:1]12[C:7](=[CH:8][CH:9]=[CH:10][CH:11]=1)[NH:6]C(=O)[O:4][C:2]2=O.[CH:13]([NH2:16])([CH3:15])[CH3:14]. The catalyst is O. The product is [NH2:6][C:7]1[CH:8]=[CH:9][CH:10]=[CH:11][C:1]=1[C:2]([NH:16][CH:13]([CH3:15])[CH3:14])=[O:4]. The yield is 0.710. (2) The reactants are [C:1]1([C@H:7]2[CH2:11][O:10][C:9](=[O:12])[NH:8]2)[CH:6]=[CH:5][CH:4]=[CH:3][CH:2]=1.C([Li])CCC.[C:18](Cl)(=[O:27])/[CH:19]=[CH:20]/[C:21]1[CH:26]=[CH:25][CH:24]=[CH:23][CH:22]=1. The catalyst is C1COCC1. The product is [C:1]1([C@H:7]2[CH2:11][O:10][C:9](=[O:12])[N:8]2[C:18](=[O:27])/[CH:19]=[CH:20]/[C:21]2[CH:26]=[CH:25][CH:24]=[CH:23][CH:22]=2)[CH:2]=[CH:3][CH:4]=[CH:5][CH:6]=1. The yield is 0.970. (3) The reactants are Br[C:2]1[NH:3][C:4]2[C:9]([C:10]=1[CH:11]=[O:12])=[CH:8][C:7]([O:13][CH3:14])=[CH:6][CH:5]=2.[CH3:15][N:16]1[CH:20]=[C:19]([C:21]([F:24])([F:23])[F:22])[C:18](B2OC(C)(C)C(C)(C)O2)=[N:17]1.C1(P(C2C=CC=CC=2)C2C=CC=CC=2)C=CC=CC=1.P([O-])([O-])([O-])=O.[K+].[K+].[K+]. The catalyst is COCCOC.O.C(O[Pd]OC(=O)C)(=O)C.CCOC(C)=O. The product is [CH3:14][O:13][C:7]1[CH:8]=[C:9]2[C:4](=[CH:5][CH:6]=1)[NH:3][C:2]([C:18]1[C:19]([C:21]([F:24])([F:23])[F:22])=[CH:20][N:16]([CH3:15])[N:17]=1)=[C:10]2[CH:11]=[O:12]. The yield is 0.280. (4) The reactants are [NH2:1][CH2:2][C:3]1[CH:8]=[CH:7][C:6]([NH2:9])=[CH:5][CH:4]=1.[CH3:10][C:11]([O:14][C:15](O[C:15]([O:14][C:11]([CH3:13])([CH3:12])[CH3:10])=[O:16])=[O:16])([CH3:13])[CH3:12]. The product is [C:11]([O:14][C:15](=[O:16])[NH:1][CH2:2][C:3]1[CH:8]=[CH:7][C:6]([NH2:9])=[CH:5][CH:4]=1)([CH3:13])([CH3:12])[CH3:10]. The catalyst is C(Cl)Cl. The yield is 0.520. (5) The reactants are I[C:2]1[CH:7]=[CH:6][C:5]([OH:8])=[CH:4][CH:3]=1.[CH2:9]([O:11][C:12]([C:14]1[CH:15]=[C:16](B(O)O)[CH:17]=[CH:18][CH:19]=1)=[O:13])[CH3:10]. The catalyst is CO.C(Cl)Cl. The product is [OH:8][C:5]1[CH:6]=[CH:7][C:2]([C:16]2[CH:17]=[CH:18][CH:19]=[C:14]([C:12]([O:11][CH2:9][CH3:10])=[O:13])[CH:15]=2)=[CH:3][CH:4]=1. The yield is 0.710. (6) The reactants are [Si:1]([O:8][C@H:9]([CH2:60][O:61][Si:62]([C:65]([CH3:68])([CH3:67])[CH3:66])([CH3:64])[CH3:63])[CH2:10][C@H:11]1[O:15][C@@H:14]([CH2:16][C@@H:17]2[C:22](=[CH2:23])[C@H:21]([CH3:24])[CH2:20][C@H:19]([CH2:25][CH2:26][CH2:27][OH:28])[O:18]2)[C@H:13]([CH2:29][C:30](=[O:57])[CH2:31][C@@H:32]2[O:56][C@@H:36]3[C@@H:37]4[O:47][C@:45]5([CH2:48][CH2:49][C@@H:50]([OH:55])[CH2:51][C:52]([Br:54])=[CH2:53])[O:46][C@H:41]6[C@@H:42]([CH2:44]5)[O:43][C@@H:38]4[C@H:39]6[O:40][C@H:35]3[CH2:34][CH2:33]2)[C@H:12]1[O:58][CH3:59])([C:4]([CH3:7])([CH3:6])[CH3:5])([CH3:3])[CH3:2].N1C(C)=CC=CC=1C.Cl[Si:78]([CH2:83][CH3:84])([CH2:81][CH3:82])[CH2:79][CH3:80].CO.Cl. The catalyst is C(Cl)Cl.C([O-])(O)=O.[Na+]. The product is [Si:1]([O:8][C@H:9]([CH2:60][O:61][Si:62]([C:65]([CH3:67])([CH3:66])[CH3:68])([CH3:64])[CH3:63])[CH2:10][C@H:11]1[O:15][C@@H:14]([CH2:16][C@@H:17]2[C:22](=[CH2:23])[C@H:21]([CH3:24])[CH2:20][C@H:19]([CH2:25][CH2:26][CH2:27][O:28][Si:78]([CH2:83][CH3:84])([CH2:81][CH3:82])[CH2:79][CH3:80])[O:18]2)[C@H:13]([CH2:29][C:30](=[O:57])[CH2:31][C@@H:32]2[O:56][C@@H:36]3[C@@H:37]4[O:47][C@:45]5([CH2:48][CH2:49][C@@H:50]([OH:55])[CH2:51][C:52]([Br:54])=[CH2:53])[O:46][C@H:41]6[C@@H:42]([CH2:44]5)[O:43][C@@H:38]4[C@H:39]6[O:40][C@H:35]3[CH2:34][CH2:33]2)[C@H:12]1[O:58][CH3:59])([C:4]([CH3:6])([CH3:5])[CH3:7])([CH3:2])[CH3:3]. The yield is 1.05. (7) The reactants are [OH:1][C:2]1[CH:7]=[CH:6][C:5]([C:8]([C:10]2[CH:15]=[CH:14][C:13]([OH:16])=[CH:12][CH:11]=2)=O)=[CH:4][CH:3]=1.[C:17]([C:22]1[CH:27]=[CH:26][C:25]([O:28][CH2:29][CH2:30][CH2:31][C:32]([O:34][CH2:35][CH3:36])=[O:33])=[CH:24][CH:23]=1)(=O)[CH2:18][CH2:19][CH3:20]. No catalyst specified. The product is [OH:1][C:2]1[CH:7]=[CH:6][C:5]([C:8]([C:10]2[CH:15]=[CH:14][C:13]([OH:16])=[CH:12][CH:11]=2)=[C:17]([C:22]2[CH:27]=[CH:26][C:25]([O:28][CH2:29][CH2:30][CH2:31][C:32]([O:34][CH2:35][CH3:36])=[O:33])=[CH:24][CH:23]=2)[CH2:18][CH2:19][CH3:20])=[CH:4][CH:3]=1. The yield is 0.700.